From a dataset of Forward reaction prediction with 1.9M reactions from USPTO patents (1976-2016). Predict the product of the given reaction. Given the reactants [NH2:1][C:2]1[C:7]([S:8](Cl)(=[O:10])=[O:9])=[CH:6][C:5]([Br:12])=[CH:4][N:3]=1.[C:13]([NH2:17])([CH3:16])([CH3:15])[CH3:14], predict the reaction product. The product is: [NH2:1][C:2]1[C:7]([S:8]([NH:17][C:13]([CH3:16])([CH3:15])[CH3:14])(=[O:10])=[O:9])=[CH:6][C:5]([Br:12])=[CH:4][N:3]=1.